From a dataset of Catalyst prediction with 721,799 reactions and 888 catalyst types from USPTO. Predict which catalyst facilitates the given reaction. (1) Reactant: C(OC([N:8]1[CH2:12][C@@H:11]([CH2:13][N:14]([CH:32]([CH3:34])[CH3:33])[C:15]([C:17]2[CH:25]=[C:24]3[C:20]([C:21]([CH3:31])=[CH:22][N:23]3[CH2:26][CH2:27][CH2:28][O:29][CH3:30])=[CH:19][CH:18]=2)=[O:16])[C@H:10]([NH2:35])[CH2:9]1)=O)(C)(C)C.[CH2:36]([S:43](Cl)(=[O:45])=[O:44])[C:37]1[CH:42]=[CH:41][CH:40]=[CH:39][CH:38]=1.CC#N.O.CC#N. Product: [CH:32]([N:14]([CH2:13][C@H:11]1[C@H:10]([NH:35][S:43]([CH2:36][C:37]2[CH:42]=[CH:41][CH:40]=[CH:39][CH:38]=2)(=[O:45])=[O:44])[CH2:9][NH:8][CH2:12]1)[C:15]([C:17]1[CH:25]=[C:24]2[C:20]([C:21]([CH3:31])=[CH:22][N:23]2[CH2:26][CH2:27][CH2:28][O:29][CH3:30])=[CH:19][CH:18]=1)=[O:16])([CH3:34])[CH3:33]. The catalyst class is: 6. (2) Reactant: [CH:1]([C:3]1[CH2:19][N:6]2[CH:7]=[CH:8][C:9]3[C:10]([CH:11]=[C:12]([C:14]([O:16][CH2:17][CH3:18])=[O:15])[N:13]=3)=[C:5]2[N:4]=1)=[O:2].[BH4-].[Na+]. Product: [OH:2][CH2:1][C:3]1[CH2:19][N:6]2[CH:7]=[CH:8][C:9]3[C:10]([CH:11]=[C:12]([C:14]([O:16][CH2:17][CH3:18])=[O:15])[N:13]=3)=[C:5]2[N:4]=1. The catalyst class is: 8. (3) Reactant: ClCI.[C:4]([O:8][C:9](=[O:18])[NH:10][CH:11]1[CH2:16][CH2:15][CH2:14][C:13](=[CH2:17])[CH2:12]1)([CH3:7])([CH3:6])[CH3:5].[CH2:19]([Zn]CC)C.CCCCCC. Product: [C:4]([O:8][C:9](=[O:18])[NH:10][CH:11]1[CH2:16][CH2:15][CH2:14][C:13]2([CH2:19][CH2:17]2)[CH2:12]1)([CH3:7])([CH3:6])[CH3:5]. The catalyst class is: 325. (4) Reactant: N(C(OCC)=O)=NC(OCC)=O.[C:13]([N:20]1[CH2:25][CH2:24][CH:23]([OH:26])[CH2:22][CH2:21]1)([O:15][C:16]([CH3:19])([CH3:18])[CH3:17])=[O:14].O[N:28]1[C:32](=[O:33])[C:31]2=[CH:34][CH:35]=[CH:36][CH:37]=[C:30]2[C:29]1=[O:38].C1(P(C2C=CC=CC=2)C2C=CC=CC=2)C=CC=CC=1. Product: [O:38]=[C:29]1[C:30]2[C:31](=[CH:34][CH:35]=[CH:36][CH:37]=2)[C:32](=[O:33])[N:28]1[O:26][CH:23]1[CH2:24][CH2:25][N:20]([C:13]([O:15][C:16]([CH3:19])([CH3:18])[CH3:17])=[O:14])[CH2:21][CH2:22]1. The catalyst class is: 1. (5) Reactant: [Cl:1][C:2]1[CH:3]=[C:4]([C:9]2[N:14]=[C:13]([N:15]3[CH2:19][CH2:18][CH2:17][CH:16]3[CH3:20])[N:12]=[C:11]([N:21]3[CH2:26][CH2:25][N:24]([C:27]4[N:32]=[CH:31][C:30](N)=[CH:29][C:28]=4[CH3:34])[CH2:23][CH2:22]3)[CH:10]=2)[CH:5]=[CH:6][C:7]=1[F:8].N([O-])=[O:36].[Na+]. Product: [Cl:1][C:2]1[CH:3]=[C:4]([C:9]2[N:14]=[C:13]([N:15]3[CH2:19][CH2:18][CH2:17][CH:16]3[CH3:20])[N:12]=[C:11]([N:21]3[CH2:26][CH2:25][N:24]([C:27]4[N:32]=[CH:31][C:30]([OH:36])=[CH:29][C:28]=4[CH3:34])[CH2:23][CH2:22]3)[CH:10]=2)[CH:5]=[CH:6][C:7]=1[F:8]. The catalyst class is: 561. (6) Reactant: [CH2:1]([O:8][C:9]1[C:10]([C:24]([O:26][CH3:27])=[O:25])=[N:11][N:12]2[C:17]([CH3:21])([C:18](O)=[O:19])[CH2:16][N:15]([CH3:22])[C:14](=[O:23])[C:13]=12)[C:2]1[CH:7]=[CH:6][CH:5]=[CH:4][CH:3]=1.[CH3:28][NH:29][CH3:30]. Product: [CH2:1]([O:8][C:9]1[C:10]([C:24]([O:26][CH3:27])=[O:25])=[N:11][N:12]2[C:17]([CH3:21])([C:18]([N:29]([CH3:30])[CH3:28])=[O:19])[CH2:16][N:15]([CH3:22])[C:14](=[O:23])[C:13]=12)[C:2]1[CH:3]=[CH:4][CH:5]=[CH:6][CH:7]=1. The catalyst class is: 1.